This data is from Blood-brain barrier permeability classification from the B3DB database. The task is: Regression/Classification. Given a drug SMILES string, predict its absorption, distribution, metabolism, or excretion properties. Task type varies by dataset: regression for continuous measurements (e.g., permeability, clearance, half-life) or binary classification for categorical outcomes (e.g., BBB penetration, CYP inhibition). Dataset: b3db_classification. (1) The compound is C=C(C)C(=O)/C(=C\C(=O)O)OC. The result is 1 (penetrates BBB). (2) The drug is COC(C)=O. The result is 1 (penetrates BBB). (3) The drug is O=C(NCCN1CCN(c2ncccn2)CC1)C12CC3CC(CC(C3)C1)C2. The result is 1 (penetrates BBB). (4) The compound is CCS[C@]1(SC)CC[C@H]2[C@@H]3CCC4=CC(=O)C=C[C@]4(C)[C@@]3(F)[C@@H](O)C[C@@]21C. The result is 1 (penetrates BBB).